This data is from Reaction yield outcomes from USPTO patents with 853,638 reactions. The task is: Predict the reaction yield, written as a fraction of the theoretical maximum amount of product (1.0 means a 100% yield; for example, 0.34 means a 34% yield). (1) The reactants are P(Cl)(Cl)(Cl)=O.C[C:7]1([CH3:23])C(C)(C)OB(C2C=C3C(=CC=2)NC=C3)[O:8]1.CC1(C)C(C)(C)OB([C:32]2[CH:33]=[C:34]3[C:38](=[CH:39][CH:40]=2)[NH:37][CH:36]=[C:35]3[CH:41]=[O:42])[O:26]1.Br[C:45]1[CH:46]=[C:47]([NH:54][C:55]2[CH:60]=[CH:59][N:58]=[C:57]([NH2:61])[N:56]=2)[CH:48]=[C:49]2[C:53]=1[NH:52][N:51]=[CH:50]2.C([O-])([O-])=[O:63].[Na+].[Na+]. The catalyst is CN(C=O)C.COCCOC.O.CS(C)=O.C1C=CC([P]([Pd]([P](C2C=CC=CC=2)(C2C=CC=CC=2)C2C=CC=CC=2)([P](C2C=CC=CC=2)(C2C=CC=CC=2)C2C=CC=CC=2)[P](C2C=CC=CC=2)(C2C=CC=CC=2)C2C=CC=CC=2)(C2C=CC=CC=2)C2C=CC=CC=2)=CC=1. The product is [C:7]([OH:26])(=[O:8])[CH3:23].[C:41]([OH:42])(=[O:63])[CH3:35].[NH2:61][C:57]1[N:56]=[C:55]([NH:54][C:47]2[CH:48]=[C:49]3[C:53](=[C:45]([C:32]4[CH:33]=[C:34]5[C:38](=[CH:39][CH:40]=4)[NH:37][CH:36]=[C:35]5[CH:41]=[O:42])[CH:46]=2)[NH:52][N:51]=[CH:50]3)[CH:60]=[CH:59][N:58]=1. The yield is 0.0600. (2) The product is [CH2:1]([C:4]1[CH:9]=[CH:8][N:7]=[C:6]([C:16]#[N:17])[CH:5]=1)[CH2:2][CH3:3]. The reactants are [CH2:1]([C:4]1[CH:9]=[CH:8][N:7]=[CH:6][CH:5]=1)[CH2:2][CH3:3].OO.C[Si]([C:16]#[N:17])(C)C.CN(C)C(Cl)=O. The catalyst is C(=O)([O-])[O-].[K+].[K+]. The yield is 0.930.